From a dataset of Forward reaction prediction with 1.9M reactions from USPTO patents (1976-2016). Predict the product of the given reaction. (1) Given the reactants Br[C:2]1[N:3]=[CH:4][C:5]([CH2:8][C:9]([NH2:11])=[O:10])=[N:6][CH:7]=1.[C:12]([C:14]1[CH:15]=[C:16]([CH:38]=[CH:39][C:40]=1[CH3:41])[C:17]([NH:19][C:20]1[CH:25]=[CH:24][C:23]([CH2:26][N:27]2[CH2:32][CH2:31][N:30]([CH3:33])[CH2:29][CH2:28]2)=[C:22]([C:34]([F:37])([F:36])[F:35])[CH:21]=1)=[O:18])#[CH:13], predict the reaction product. The product is: [NH2:11][C:9](=[O:10])[CH2:8][C:5]1[N:6]=[CH:7][C:2]([C:13]#[C:12][C:14]2[CH:15]=[C:16]([CH:38]=[CH:39][C:40]=2[CH3:41])[C:17]([NH:19][C:20]2[CH:25]=[CH:24][C:23]([CH2:26][N:27]3[CH2:28][CH2:29][N:30]([CH3:33])[CH2:31][CH2:32]3)=[C:22]([C:34]([F:35])([F:37])[F:36])[CH:21]=2)=[O:18])=[N:3][CH:4]=1. (2) Given the reactants C([N:3]([CH:7]([CH3:9])C)[CH:4]([CH3:6])C)C.[C:10]([O:14][C:15]([N:17]1[CH2:22][CH2:21][C:20]2([CH2:27][CH2:26][CH:25]([C:28]([OH:30])=O)[CH2:24][CH2:23]2)[CH2:19][CH2:18]1)=[O:16])([CH3:13])([CH3:12])[CH3:11].O.ON1C2C=CC=CC=2N=N1, predict the reaction product. The product is: [N:3]1([C:28]([CH:25]2[CH2:26][CH2:27][C:20]3([CH2:19][CH2:18][N:17]([C:15]([O:14][C:10]([CH3:11])([CH3:12])[CH3:13])=[O:16])[CH2:22][CH2:21]3)[CH2:23][CH2:24]2)=[O:30])[CH2:4][CH2:6][CH2:9][CH2:7]1.